From a dataset of Catalyst prediction with 721,799 reactions and 888 catalyst types from USPTO. Predict which catalyst facilitates the given reaction. (1) Reactant: [CH3:1][O:2][C:3]([C:5]1[C:13]2[NH:12][C:11]([C:14]3[C:15](=[O:21])[NH:16][CH:17]=[CH:18][C:19]=3Cl)=[N:10][C:9]=2[CH:8]=[CH:7][CH:6]=1)=[O:4].[Cl:22][C:23]1[CH:24]=[C:25]([CH2:29][CH2:30][NH2:31])[CH:26]=[CH:27][CH:28]=1.C(N(CC)CC)C.COC(C1C2NC(C3C(=O)NC=CC=3NC[C@@H](O)C3C=CC=CC=3)=NC=2C=CC=1)=O. Product: [CH3:1][O:2][C:3]([C:5]1[C:13]2[NH:12][C:11]([C:14]3[C:15](=[O:21])[NH:16][CH:17]=[CH:18][C:19]=3[NH:31][CH2:30][CH2:29][C:25]3[CH:26]=[CH:27][CH:28]=[C:23]([Cl:22])[CH:24]=3)=[N:10][C:9]=2[CH:8]=[CH:7][CH:6]=1)=[O:4]. The catalyst class is: 10. (2) Reactant: C([N:8]1[CH2:20][C@H:19]2[C@H:11]([CH2:12][C:13]3[C:18]2=[CH:17][C:16]([C:21]2[CH:26]=[CH:25][C:24](Cl)=[CH:23][C:22]=2Cl)=[CH:15][C:14]=3[CH3:29])[CH2:10][CH2:9]1)C1C=CC=CC=1.C(O)(=O)C. Product: [CH3:29][C:14]1[CH:15]=[C:16]([C:21]2[CH:26]=[CH:25][CH:24]=[CH:23][CH:22]=2)[CH:17]=[C:18]2[C:13]=1[CH2:12][C@H:11]1[C@@H:19]2[CH2:20][NH:8][CH2:9][CH2:10]1. The catalyst class is: 105. (3) The catalyst class is: 10. Product: [C:10]([C@@H:9]1[N:5]([C:3](=[O:4])[CH2:2][NH:14][C:15]23[CH2:24][C@H:19]4[CH2:20][C@H:21]([CH2:23][C:17]([OH:25])([CH2:18]4)[CH2:16]2)[CH2:22]3)[C@H:6]([C:12]#[N:13])[CH2:7][CH2:8]1)#[CH:11]. Reactant: Cl[CH2:2][C:3]([N:5]1[C@@H:9]([C:10]#[CH:11])[CH2:8][CH2:7][C@H:6]1[C:12]#[N:13])=[O:4].[NH2:14][C:15]12[CH2:24][CH:19]3[CH2:20][CH:21]([CH2:23][C:17]([OH:25])([CH2:18]3)[CH2:16]1)[CH2:22]2.